Dataset: NCI-60 drug combinations with 297,098 pairs across 59 cell lines. Task: Regression. Given two drug SMILES strings and cell line genomic features, predict the synergy score measuring deviation from expected non-interaction effect. (1) Drug 1: C1=NC2=C(N=C(N=C2N1C3C(C(C(O3)CO)O)O)F)N. Drug 2: C(=O)(N)NO. Cell line: TK-10. Synergy scores: CSS=-0.422, Synergy_ZIP=-1.70, Synergy_Bliss=-1.27, Synergy_Loewe=-12.3, Synergy_HSA=-4.43. (2) Drug 1: C1CCC(C1)C(CC#N)N2C=C(C=N2)C3=C4C=CNC4=NC=N3. Drug 2: CC12CCC3C(C1CCC2=O)CC(=C)C4=CC(=O)C=CC34C. Cell line: SR. Synergy scores: CSS=68.9, Synergy_ZIP=1.49, Synergy_Bliss=-3.21, Synergy_Loewe=-4.23, Synergy_HSA=-4.60. (3) Drug 1: C1=CN(C=N1)CC(O)(P(=O)(O)O)P(=O)(O)O. Drug 2: CS(=O)(=O)OCCCCOS(=O)(=O)C. Cell line: RPMI-8226. Synergy scores: CSS=1.88, Synergy_ZIP=-0.148, Synergy_Bliss=3.68, Synergy_Loewe=0.615, Synergy_HSA=-0.624.